From a dataset of Full USPTO retrosynthesis dataset with 1.9M reactions from patents (1976-2016). Predict the reactants needed to synthesize the given product. (1) The reactants are: [Cl:1][C:2]1[CH:3]=[CH:4][C:5]([O:22][CH2:23][C:24]2[CH:29]=[CH:28][CH:27]=[CH:26][CH:25]=2)=[C:6]([C:8]([NH:10][C:11]2[CH:12]=[C:13]([CH2:17][C:18]([O:20]C)=[O:19])[CH:14]=[CH:15][CH:16]=2)=[O:9])[CH:7]=1.Cl.C(O)(=O)C. Given the product [Cl:1][C:2]1[CH:3]=[CH:4][C:5]([O:22][CH2:23][C:24]2[CH:29]=[CH:28][CH:27]=[CH:26][CH:25]=2)=[C:6]([C:8]([NH:10][C:11]2[CH:12]=[C:13]([CH2:17][C:18]([OH:20])=[O:19])[CH:14]=[CH:15][CH:16]=2)=[O:9])[CH:7]=1, predict the reactants needed to synthesize it. (2) The reactants are: [C:1]([BH3-])#[N:2].[Na+].N[CH:6]1[CH2:11][CH2:10][N:9]([CH2:12][C:13]2[CH:14]=[CH:15][N:16]3[C:21]=2[C:20]([NH:22][C:23]2[CH:24]=[C:25]4[C:29](=[CH:30][CH:31]=2)[N:28]([CH2:32][C:33]2[CH:38]=[CH:37][CH:36]=[C:35]([F:39])[CH:34]=2)[N:27]=[CH:26]4)=[N:19][CH:18]=[N:17]3)[CH2:8][CH2:7]1.[C:40](O)(=O)C.C=O. Given the product [CH3:40][N:2]([CH3:1])[CH:6]1[CH2:11][CH2:10][N:9]([CH2:12][C:13]2[CH:14]=[CH:15][N:16]3[C:21]=2[C:20]([NH:22][C:23]2[CH:24]=[C:25]4[C:29](=[CH:30][CH:31]=2)[N:28]([CH2:32][C:33]2[CH:38]=[CH:37][CH:36]=[C:35]([F:39])[CH:34]=2)[N:27]=[CH:26]4)=[N:19][CH:18]=[N:17]3)[CH2:8][CH2:7]1, predict the reactants needed to synthesize it. (3) The reactants are: [F:1][C:2]([C:12]1[CH:17]=[CH:16][C:15](I)=[CH:14][CH:13]=1)([CH3:11])[CH2:3][NH:4][S:5]([CH:8]([CH3:10])[CH3:9])(=[O:7])=[O:6].[C:19]([OH:24])#[C:20][CH2:21][CH2:22][CH3:23].CCN(CC)CC. Given the product [F:1][C:2]([C:12]1[CH:17]=[CH:16][C:15]([C:23]#[C:22][CH2:21][CH2:20][CH2:19][OH:24])=[CH:14][CH:13]=1)([CH3:11])[CH2:3][NH:4][S:5]([CH:8]([CH3:10])[CH3:9])(=[O:7])=[O:6], predict the reactants needed to synthesize it. (4) Given the product [C:22]([C:2]1[C:3]([CH:8]2[CH2:11][N:10]([C:12]3[CH:21]=[CH:20][C:19]4[C:14](=[CH:15][CH:16]=[CH:17][CH:18]=4)[N:13]=3)[CH2:9]2)=[N:4][CH:5]=[CH:6][N:7]=1)#[C:23][CH3:24], predict the reactants needed to synthesize it. The reactants are: Cl[C:2]1[C:3]([CH:8]2[CH2:11][N:10]([C:12]3[CH:21]=[CH:20][C:19]4[C:14](=[CH:15][CH:16]=[CH:17][CH:18]=4)[N:13]=3)[CH2:9]2)=[N:4][CH:5]=[CH:6][N:7]=1.[CH2:22]([Sn](CCCC)(CCCC)C#CC)[CH2:23][CH2:24]C. (5) Given the product [C:25]1([S:22]([CH2:21][C:18]2[S:19][CH:20]=[C:16]([C:10]3[C:11](=[O:15])[NH:12][C:13]4[C:8]([CH:9]=3)=[CH:7][CH:6]=[C:5]([C:3]([OH:4])=[O:2])[CH:14]=4)[N:17]=2)(=[O:24])=[O:23])[CH:26]=[CH:27][CH:28]=[CH:29][CH:30]=1, predict the reactants needed to synthesize it. The reactants are: C[O:2][C:3]([C:5]1[CH:14]=[C:13]2[C:8]([CH:9]=[C:10]([C:16]3[N:17]=[C:18]([CH2:21][S:22]([C:25]4[CH:30]=[CH:29][CH:28]=[CH:27][CH:26]=4)(=[O:24])=[O:23])[S:19][CH:20]=3)[C:11](=[O:15])[NH:12]2)=[CH:7][CH:6]=1)=[O:4].[OH-].[Na+]. (6) Given the product [F:21][C:2]([F:1])([F:22])[C:3]([N:5]1[CH2:11][CH:10]([CH3:12])[C:9]2[CH:13]=[C:14]([Br:19])[C:15]([OH:17])=[CH:16][C:8]=2[CH2:7][CH:6]1[CH3:20])=[O:4], predict the reactants needed to synthesize it. The reactants are: [F:1][C:2]([F:22])([F:21])[C:3]([N:5]1[CH2:11][CH:10]([CH3:12])[C:9]2[CH:13]=[C:14]([Br:19])[C:15]([O:17]C)=[CH:16][C:8]=2[CH2:7][CH:6]1[CH3:20])=[O:4].B(Br)(Br)Br. (7) Given the product [CH3:22][O:21][C:15]1[CH:14]=[C:13]2[C:18](=[CH:17][C:16]=1[O:19][CH3:20])[C:9](=[O:8])[NH:10][CH:11]=[C:12]2[C:23]#[N:24], predict the reactants needed to synthesize it. The reactants are: S(=O)(=O)(O)O.C([O:8][C:9](=O)[NH:10][CH:11]=[C:12]([C:23]#[N:24])[C:13]1[CH:18]=[CH:17][C:16]([O:19][CH3:20])=[C:15]([O:21][CH3:22])[CH:14]=1)C.C1(OC2C=CC=CC=2)C=CC=CC=1. (8) The reactants are: [CH3:1][N:2]([CH2:13][C:14]#[CH:15])[C@@H:3]([CH2:6][C:7]1[CH:12]=[CH:11][CH:10]=[CH:9][CH:8]=1)[CH2:4][OH:5].[Br:16][C:17]1[CH:22]=[CH:21][C:20]([S:23](Cl)(=[O:25])=[O:24])=[CH:19][CH:18]=1. Given the product [CH3:1][N:2]([CH2:13][C:14]#[CH:15])[C@@H:3]([CH2:6][C:7]1[CH:8]=[CH:9][CH:10]=[CH:11][CH:12]=1)[CH2:4][O:5][S:23]([C:20]1[CH:21]=[CH:22][C:17]([Br:16])=[CH:18][CH:19]=1)(=[O:25])=[O:24], predict the reactants needed to synthesize it. (9) Given the product [Cl:1][C:2]1[CH:3]=[C:4]([NH:16][C:17]2[C:26]3[C:21](=[CH:22][C:23]([O:39][CH2:40][CH3:41])=[C:24]([NH:27][C:28](=[O:38])/[CH:29]=[CH:67]/[C@@H:63]4[CH2:64][CH2:65][CH2:66][N:62]4[CH3:61])[CH:25]=3)[N:20]=[CH:19][C:18]=2[C:42]#[N:43])[CH:5]=[CH:6][C:7]=1[O:8][CH2:9][C:10]1[CH:15]=[CH:14][CH:13]=[CH:12][N:11]=1, predict the reactants needed to synthesize it. The reactants are: [Cl:1][C:2]1[CH:3]=[C:4]([NH:16][C:17]2[C:26]3[C:21](=[CH:22][C:23]([O:39][CH2:40][CH3:41])=[C:24]([NH:27][C:28](=[O:38])[CH2:29]P(OCC)(OCC)=O)[CH:25]=3)[N:20]=[CH:19][C:18]=2[C:42]#[N:43])[CH:5]=[CH:6][C:7]=1[O:8][CH2:9][C:10]1[CH:15]=[CH:14][CH:13]=[CH:12][N:11]=1.C[Si]([N-][Si](C)(C)C)(C)C.[Li+].C1(C)C=CC=CC=1.[CH3:61][N:62]1[CH2:66][CH2:65][CH2:64][C@H:63]1[CH:67]=O. (10) Given the product [C:31]([C:28]1[CH:29]=[CH:30][C:25]([CH2:24][N:11]([CH2:10][C:9]2[CH:33]=[CH:34][C:6]([O:5][C:4]3[CH:35]=[CH:36][CH:37]=[C:2](/[CH:39]=[CH:38]/[C:40]4[CH:41]=[N:42][CH:43]=[CH:44][CH:45]=4)[CH:3]=3)=[CH:7][CH:8]=2)[C:12]2[C:13]([CH3:23])=[C:14]([NH:18][S:19]([CH3:22])(=[O:21])=[O:20])[CH:15]=[CH:16][CH:17]=2)=[CH:26][CH:27]=1)#[N:32], predict the reactants needed to synthesize it. The reactants are: Br[C:2]1[CH:3]=[C:4]([CH:35]=[CH:36][CH:37]=1)[O:5][C:6]1[CH:34]=[CH:33][C:9]([CH2:10][N:11]([CH2:24][C:25]2[CH:30]=[CH:29][C:28]([C:31]#[N:32])=[CH:27][CH:26]=2)[C:12]2[C:13]([CH3:23])=[C:14]([NH:18][S:19]([CH3:22])(=[O:21])=[O:20])[CH:15]=[CH:16][CH:17]=2)=[CH:8][CH:7]=1.[CH:38]([C:40]1[CH:41]=[N:42][CH:43]=[CH:44][CH:45]=1)=[CH2:39].C1(C)C=CC=CC=1P(C1C=CC=CC=1C)C1C=CC=CC=1C.C(N(CC)CC)C.